The task is: Predict the product of the given reaction.. This data is from Forward reaction prediction with 1.9M reactions from USPTO patents (1976-2016). Given the reactants [Si:1]([O:8][C@@H:9]1[C@H:13]([CH2:14][O:15][Si:16]([C:19]([CH3:22])([CH3:21])[CH3:20])([CH3:18])[CH3:17])[CH2:12][C@@H:11]([NH:23][C:24]2[N:32]=[CH:31][N:30]=[C:29]3[C:25]=2[N:26]=[C:27]([C:34]2[CH:39]=[CH:38][CH:37]=[CH:36][CH:35]=2)[N:28]3[CH3:33])[CH2:10]1)([C:4]([CH3:7])([CH3:6])[CH3:5])([CH3:3])[CH3:2].[CH3:40]N(C)C=O.[H-].[Na+].CI, predict the reaction product. The product is: [Si:1]([O:8][C@@H:9]1[C@H:13]([CH2:14][O:15][Si:16]([C:19]([CH3:20])([CH3:21])[CH3:22])([CH3:18])[CH3:17])[CH2:12][C@@H:11]([N:23]([CH3:40])[C:24]2[N:32]=[CH:31][N:30]=[C:29]3[C:25]=2[N:26]=[C:27]([C:34]2[CH:35]=[CH:36][CH:37]=[CH:38][CH:39]=2)[N:28]3[CH3:33])[CH2:10]1)([C:4]([CH3:5])([CH3:6])[CH3:7])([CH3:3])[CH3:2].